Binary Classification. Given a drug SMILES string, predict its activity (active/inactive) in a high-throughput screening assay against a specified biological target. From a dataset of M1 muscarinic receptor antagonist screen with 61,756 compounds. The result is 0 (inactive). The drug is s1c2c(CCN(C2)C)c2c1n1c(n(c2=O)c2ccccc2)nnc1SCc1ccccc1.